This data is from Full USPTO retrosynthesis dataset with 1.9M reactions from patents (1976-2016). The task is: Predict the reactants needed to synthesize the given product. (1) Given the product [F:1][C:2]1[CH:3]=[CH:4][C:5]([O:40][CH3:41])=[C:6]([C:8]2[CH:13]=[CH:12][N:11]=[C:10]3[NH:14][C:15]([C:17]4[CH2:22][CH2:21][CH:20]([NH:23][C:24](=[O:30])[O:25][C:26]([CH3:27])([CH3:28])[CH3:29])[CH2:19][CH:18]=4)=[CH:16][C:9]=23)[CH:7]=1, predict the reactants needed to synthesize it. The reactants are: [F:1][C:2]1[CH:3]=[CH:4][C:5]([O:40][CH3:41])=[C:6]([C:8]2[CH:13]=[CH:12][N:11]=[C:10]3[N:14](S(C4C=CC=CC=4)(=O)=O)[C:15]([C:17]4[CH2:22][CH2:21][CH:20]([NH:23][C:24](=[O:30])[O:25][C:26]([CH3:29])([CH3:28])[CH3:27])[CH2:19][CH:18]=4)=[CH:16][C:9]=23)[CH:7]=1.[OH-].[Na+]. (2) Given the product [CH2:33]([N:32]([CH2:31][C:11]([CH2:12][NH:13][C:14]1[CH:22]=[CH:21][CH:20]=[C:19]2[C:15]=1[CH:16]=[N:17][N:18]2[C:23]1[CH:24]=[CH:25][C:26]([F:29])=[CH:27][CH:28]=1)([OH:30])[C:10]([F:9])([F:36])[F:37])[C:6]([C:3]1[CH:4]=[CH:5][S:1][CH:2]=1)=[O:8])[CH2:34][CH3:35], predict the reactants needed to synthesize it. The reactants are: [S:1]1[CH:5]=[CH:4][C:3]([C:6]([OH:8])=O)=[CH:2]1.[F:9][C:10]([F:37])([F:36])[C:11]([CH2:31][NH:32][CH2:33][CH2:34][CH3:35])([OH:30])[CH2:12][NH:13][C:14]1[CH:22]=[CH:21][CH:20]=[C:19]2[C:15]=1[CH:16]=[N:17][N:18]2[C:23]1[CH:28]=[CH:27][C:26]([F:29])=[CH:25][CH:24]=1. (3) The reactants are: Br[CH:2]([C:8]1[C:17]2[C:12](=[CH:13][CH:14]=[CH:15][CH:16]=2)[CH:11]=[CH:10][CH:9]=1)[C:3]([O:5][CH2:6][CH3:7])=[O:4].[SH:18][C:19]1[CH:24]=[CH:23][C:22]([OH:25])=[CH:21][CH:20]=1. Given the product [CH2:6]([O:5][C:3](=[O:4])[CH:2]([S:18][C:19]1[CH:24]=[CH:23][C:22]([OH:25])=[CH:21][CH:20]=1)[C:8]1[C:17]2[C:12](=[CH:13][CH:14]=[CH:15][CH:16]=2)[CH:11]=[CH:10][CH:9]=1)[CH3:7], predict the reactants needed to synthesize it. (4) Given the product [OH:19][C@H:18]([C:20]1[CH:25]=[CH:24][CH:23]=[CH:22][CH:21]=1)[CH2:17][NH:16][C:9]([C@@H:8]([CH2:12][CH:13]=[CH2:14])[CH2:7][C:6]([O:5][C:1]([CH3:2])([CH3:3])[CH3:4])=[O:15])=[O:11], predict the reactants needed to synthesize it. The reactants are: [C:1]([O:5][C:6](=[O:15])[CH2:7][C@H:8]([CH2:12][CH:13]=[CH2:14])[C:9]([OH:11])=O)([CH3:4])([CH3:3])[CH3:2].[NH2:16][CH2:17][C@@H:18]([C:20]1[CH:25]=[CH:24][CH:23]=[CH:22][CH:21]=1)[OH:19]. (5) Given the product [NH2:21][C:18]1[N:19]=[CH:20][C:15]([CH2:14][N:4]2[C:5](=[O:13])[C:6]([C:7]3[CH:8]=[CH:9][CH:10]=[CH:11][CH:12]=3)=[C:2]([NH:36][C:35]3[CH:37]=[CH:38][C:32]([O:31][CH3:30])=[CH:33][CH:34]=3)[C:3]2=[O:29])=[CH:16][CH:17]=1, predict the reactants needed to synthesize it. The reactants are: Cl[C:2]1[C:3](=[O:29])[N:4]([CH2:14][C:15]2[CH:16]=[CH:17][C:18]([NH:21]C(=O)OC(C)(C)C)=[N:19][CH:20]=2)[C:5](=[O:13])[C:6]=1[C:7]1[CH:12]=[CH:11][CH:10]=[CH:9][CH:8]=1.[CH3:30][O:31][C:32]1[CH:38]=[CH:37][C:35]([NH2:36])=[CH:34][CH:33]=1.C(=O)([O-])[O-].[K+].[K+]. (6) The reactants are: [NH2:1][C:2]1[NH:6][N:5]=[CH:4][C:3]=1[C:7]#[N:8].CN(C)[CH:11]=[CH:12][C:13]([C:15]1[CH:16]=[CH:17][C:18]([F:26])=[C:19]([N:21]([CH3:25])[C:22](=[O:24])[CH3:23])[CH:20]=1)=O.C(OCC)(=O)C. Given the product [F:26][C:18]1[CH:17]=[CH:16][C:15]([C:13]2[N:6]3[N:5]=[CH:4][C:3]([C:7]#[N:8])=[C:2]3[N:1]=[CH:11][CH:12]=2)=[CH:20][C:19]=1[N:21]([CH3:25])[C:22](=[O:24])[CH3:23], predict the reactants needed to synthesize it. (7) Given the product [CH2:1]([N:8]1[CH2:12][CH2:11][CH:10]([O:13][C:20]2[C:15]([Cl:14])=[N:16][CH:17]=[CH:18][CH:19]=2)[CH2:9]1)[C:2]1[CH:3]=[CH:4][CH:5]=[CH:6][CH:7]=1, predict the reactants needed to synthesize it. The reactants are: [CH2:1]([N:8]1[CH2:12][CH2:11][CH:10]([OH:13])[CH2:9]1)[C:2]1[CH:7]=[CH:6][CH:5]=[CH:4][CH:3]=1.[Cl:14][C:15]1[C:20](O)=[CH:19][CH:18]=[CH:17][N:16]=1.C1(P(C2C=CC=CC=2)C2C=CC=CC=2)C=CC=CC=1.N(C(OC(C)C)=O)=NC(OC(C)C)=O.